Dataset: Forward reaction prediction with 1.9M reactions from USPTO patents (1976-2016). Task: Predict the product of the given reaction. (1) Given the reactants [Br:1][C:2]1[CH:8]=[CH:7][C:5]([NH2:6])=[CH:4][CH:3]=1.[N:9]([O-])=O.[Na+].[Sn](Cl)(Cl)(Cl)Cl.[OH-].[Na+], predict the reaction product. The product is: [Br:1][C:2]1[CH:8]=[CH:7][C:5]([NH:6][NH2:9])=[CH:4][CH:3]=1. (2) Given the reactants O[C:2]([CH3:35])([CH3:34])[C@H:3]([NH:26][C:27](=[O:33])[O:28]C(C)(C)C)[CH:4]1[CH2:9][CH2:8][N:7]([C:10]2[N:15]=[C:14]([C:16]3[CH:25]=[CH:24][C:23]4[C:18](=[CH:19][CH:20]=[CH:21][CH:22]=4)[CH:17]=3)[CH:13]=[CH:12][N:11]=2)[CH2:6][CH2:5]1.[H-].[Na+], predict the reaction product. The product is: [CH3:34][C:2]1([CH3:35])[O:33][C:27](=[O:28])[NH:26][C@@H:3]1[CH:4]1[CH2:9][CH2:8][N:7]([C:10]2[N:15]=[C:14]([C:16]3[CH:25]=[CH:24][C:23]4[C:18](=[CH:19][CH:20]=[CH:21][CH:22]=4)[CH:17]=3)[CH:13]=[CH:12][N:11]=2)[CH2:6][CH2:5]1. (3) Given the reactants [Cl:1][C:2]1[CH:10]=[C:9]2[C:5]([C:6]([CH:16](O)[CH2:17][CH2:18][S:19][CH3:20])=[C:7]([C:11]([O:13][CH2:14][CH3:15])=[O:12])[NH:8]2)=[CH:4][CH:3]=1.C([SiH](CC)CC)C.C(=O)(O)[O-].[Na+], predict the reaction product. The product is: [Cl:1][C:2]1[CH:10]=[C:9]2[C:5]([C:6]([CH2:16][CH2:17][CH2:18][S:19][CH3:20])=[C:7]([C:11]([O:13][CH2:14][CH3:15])=[O:12])[NH:8]2)=[CH:4][CH:3]=1. (4) Given the reactants [CH3:1][O:2][C:3]1[CH:8]=[CH:7][C:6]([S:9]([C:12]([CH2:24][C:25]2[CH:26]=[N:27][CH:28]=[CH:29][CH:30]=2)([CH2:16][C:17]#[C:18][CH2:19][CH2:20][CH2:21][CH2:22][CH3:23])[C:13](O)=[O:14])(=[O:11])=[O:10])=[CH:5][CH:4]=1.Cl.[NH2:32][OH:33], predict the reaction product. The product is: [OH:33][NH:32][C:13](=[O:14])[C:12]([S:9]([C:6]1[CH:7]=[CH:8][C:3]([O:2][CH3:1])=[CH:4][CH:5]=1)(=[O:10])=[O:11])([CH2:24][C:25]1[CH:26]=[N:27][CH:28]=[CH:29][CH:30]=1)[CH2:16][C:17]#[C:18][CH2:19][CH2:20][CH2:21][CH2:22][CH3:23].